Task: Predict which catalyst facilitates the given reaction.. Dataset: Catalyst prediction with 721,799 reactions and 888 catalyst types from USPTO (1) Reactant: [O:1]([C:8]1[CH:17]=[C:16]([C:18]([O:20]C)=[O:19])[CH:15]=[CH:14][C:9]=1[C:10]([O:12][CH3:13])=[O:11])[C:2]1[CH:7]=[CH:6][CH:5]=[CH:4][CH:3]=1.[OH-].[Na+]. Product: [C:10]([C:9]1[CH:14]=[CH:15][C:16]([C:18]([OH:20])=[O:19])=[CH:17][C:8]=1[O:1][C:2]1[CH:7]=[CH:6][CH:5]=[CH:4][CH:3]=1)([O:12][CH3:13])=[O:11]. The catalyst class is: 6. (2) Reactant: C[O:2][C:3]1[CH:15]=[C:14]([O:16]C)[CH:13]=[C:12]2[C:4]=1[C@@:5]1([CH3:26])[C@H:10]([CH2:11]2)[C@@:9]2([CH3:25])[CH2:18][CH2:19][C:20](=[O:24])[C:21]([CH3:23])([CH3:22])[C@@H:8]2[CH2:7][CH2:6]1.B(Br)(Br)Br. Product: [OH:2][C:3]1[CH:15]=[C:14]([OH:16])[CH:13]=[C:12]2[C:4]=1[C@@:5]1([CH3:26])[C@H:10]([CH2:11]2)[C@@:9]2([CH3:25])[CH2:18][CH2:19][C:20](=[O:24])[C:21]([CH3:22])([CH3:23])[C@@H:8]2[CH2:7][CH2:6]1. The catalyst class is: 2. (3) Reactant: CC1(C)[O:6][C@@H:5]([CH2:7][O:8][C:9]2[C:10]3[CH2:29][N:28]([C:30]4[CH:35]=[C:34]([CH:36]([CH3:38])[CH3:37])[CH:33]=[CH:32][C:31]=4[CH3:39])[CH2:27][CH2:26][C:11]=3[N:12]=[C:13]([C:15]3[C:23]([CH3:24])=[CH:22][CH:21]=[C:20]4[C:16]=3[C:17]([CH3:25])=[N:18][NH:19]4)[N:14]=2)[CH2:4][O:3]1. Product: [CH3:25][C:17]1[C:16]2[C:20](=[CH:21][CH:22]=[C:23]([CH3:24])[C:15]=2[C:13]2[N:14]=[C:9]([O:8][CH2:7][C@H:5]([OH:6])[CH2:4][OH:3])[C:10]3[CH2:29][N:28]([C:30]4[CH:35]=[C:34]([CH:36]([CH3:38])[CH3:37])[CH:33]=[CH:32][C:31]=4[CH3:39])[CH2:27][CH2:26][C:11]=3[N:12]=2)[NH:19][N:18]=1. The catalyst class is: 484. (4) Reactant: Br[CH2:2][C:3]([CH3:7])([CH3:6])[CH2:4][OH:5].[NH:8]1[CH2:13][CH2:12][CH2:11][CH2:10][CH2:9]1.C([O-])([O-])=O.[K+].[K+].[I-].[K+]. Product: [CH3:6][C:3]([CH3:7])([CH2:2][N:8]1[CH2:13][CH2:12][CH2:11][CH2:10][CH2:9]1)[CH2:4][OH:5]. The catalyst class is: 44. (5) Reactant: O=[CH:2][CH2:3][CH:4]1[CH2:9][CH2:8][CH:7]([NH:10][C:11](=[O:17])[O:12][C:13]([CH3:16])(C)C)[CH2:6][CH2:5]1.[CH:18]1([NH:24][CH:25]2[CH2:30][CH2:29][CH2:28][CH2:27][CH2:26]2)[CH2:23][CH2:22][CH2:21][CH2:20][CH2:19]1.[C:31](O[BH-](OC(=O)C)OC(=O)C)(=O)[CH3:32].[Na+]. Product: [CH:25]1([N:24]([CH:18]2[CH2:19][CH2:20][CH2:21][CH2:22][CH2:23]2)[CH2:2][CH2:3][CH:4]2[CH2:5][CH2:6][CH:7]([NH:10][C:11](=[O:17])[O:12][CH2:13][CH2:16][CH2:31][CH3:32])[CH2:8][CH2:9]2)[CH2:26][CH2:27][CH2:28][CH2:29][CH2:30]1. The catalyst class is: 26.